Dataset: Orexin1 receptor HTS with 218,158 compounds and 233 confirmed actives. Task: Binary Classification. Given a drug SMILES string, predict its activity (active/inactive) in a high-throughput screening assay against a specified biological target. (1) The molecule is O=C(N1C(CCC1)C(O)=O)C(NC(=O)C(n1c(=O)c2c([nH]c1=O)cccc2)Cc1ccccc1)C. The result is 0 (inactive). (2) The molecule is S(=O)(=O)(N1CC2N(CCC2)c2c1ccc(c2)C(F)(F)F)C. The result is 0 (inactive). (3) The compound is O(c1nc2c(n3c1ccc3)cccc2)c1ccc(cc1)C. The result is 0 (inactive). (4) The drug is O=C1N(c2c3c(nccc3)ccc2)C(=O)c2c1cc(cc2)C(OCC(=O)c1cc(c(cc1)C)C)=O. The result is 0 (inactive). (5) The molecule is O=C1N(c2c(N3CCCCC3)ncnc2NC1Cc1ccccc1)Cc1ccc(OC)cc1. The result is 0 (inactive). (6) The molecule is S1c2c(N(c3c1cccc3)C(O\N=C(/N)c1ccccc1)=O)cccc2. The result is 0 (inactive). (7) The molecule is Fc1c(c2[nH]ncc2CN2C(CCCC2)CC(OCC)=O)ccc(F)c1. The result is 0 (inactive).